From a dataset of Full USPTO retrosynthesis dataset with 1.9M reactions from patents (1976-2016). Predict the reactants needed to synthesize the given product. (1) Given the product [CH3:1][C:2]1[C:3]([CH2:8][NH:9][CH2:17][C:12]2[C:11]([CH3:10])=[CH:16][CH:15]=[CH:14][N:13]=2)=[N:4][CH:5]=[CH:6][CH:7]=1, predict the reactants needed to synthesize it. The reactants are: [CH3:1][C:2]1[C:3]([CH2:8][NH2:9])=[N:4][CH:5]=[CH:6][CH:7]=1.[CH3:10][C:11]1[C:12]([CH:17]=O)=[N:13][CH:14]=[CH:15][CH:16]=1.[BH-](OC(C)=O)(OC(C)=O)OC(C)=O.[Na+]. (2) The reactants are: [CH2:1]([C@H:8]([NH:39][C:40](=[O:83])[C@H:41]([CH2:60][C:61]([NH:63][C:64]([C:77]1[CH:82]=[CH:81][CH:80]=[CH:79][CH:78]=1)([C:71]1[CH:76]=[CH:75][CH:74]=[CH:73][CH:72]=1)[C:65]1[CH:70]=[CH:69][CH:68]=[CH:67][CH:66]=1)=[O:62])[NH:42]C(OCC1C2C=CC=CC=2C2C1=CC=CC=2)=O)[C@@H:9]([OH:38])[CH2:10][C@@H:11]([NH:25][C:26](=[O:37])[C@H:27]([C:33]([CH3:36])([CH3:35])[CH3:34])[NH:28][C:29]([O:31][CH3:32])=[O:30])[CH2:12][C:13]1[CH:18]=[CH:17][C:16]([C:19]2[CH:24]=[CH:23][CH:22]=[CH:21][N:20]=2)=[CH:15][CH:14]=1)[C:2]1[CH:7]=[CH:6][CH:5]=[CH:4][CH:3]=1.N1CCCCC1. Given the product [CH2:1]([C@H:8]([NH:39][C:40](=[O:83])[C@H:41]([CH2:60][C:61]([NH:63][C:64]([C:71]1[CH:72]=[CH:73][CH:74]=[CH:75][CH:76]=1)([C:65]1[CH:70]=[CH:69][CH:68]=[CH:67][CH:66]=1)[C:77]1[CH:78]=[CH:79][CH:80]=[CH:81][CH:82]=1)=[O:62])[NH2:42])[C@@H:9]([OH:38])[CH2:10][C@@H:11]([NH:25][C:26](=[O:37])[C@H:27]([C:33]([CH3:34])([CH3:35])[CH3:36])[NH:28][C:29]([O:31][CH3:32])=[O:30])[CH2:12][C:13]1[CH:18]=[CH:17][C:16]([C:19]2[CH:24]=[CH:23][CH:22]=[CH:21][N:20]=2)=[CH:15][CH:14]=1)[C:2]1[CH:3]=[CH:4][CH:5]=[CH:6][CH:7]=1, predict the reactants needed to synthesize it. (3) Given the product [ClH:41].[CH:33]1([N:27]2[C:25]3[N:26]=[C:21]([NH:20][C:17]4[CH:18]=[CH:19][C:14]([N:11]5[CH2:10][CH2:9][NH:8][CH2:13][CH2:12]5)=[CH:15][N:16]=4)[N:22]=[CH:23][C:24]=3[CH:30]=[C:29]([CH3:31])[C:28]2=[O:32])[CH2:37][CH2:36][CH2:35][CH2:34]1, predict the reactants needed to synthesize it. The reactants are: C(OC([N:8]1[CH2:13][CH2:12][N:11]([C:14]2[CH:15]=[N:16][C:17]([NH:20][C:21]3[N:22]=[CH:23][C:24]4[CH:30]=[C:29]([CH3:31])[C:28](=[O:32])[N:27]([CH:33]5[CH2:37][CH2:36][CH2:35][CH2:34]5)[C:25]=4[N:26]=3)=[CH:18][CH:19]=2)[CH2:10][CH2:9]1)=O)(C)(C)C.CO.C(Cl)(Cl)[Cl:41].